From a dataset of Full USPTO retrosynthesis dataset with 1.9M reactions from patents (1976-2016). Predict the reactants needed to synthesize the given product. (1) The reactants are: Cl[C:2]1[C:11]2[C:6](=[CH:7][CH:8]=[C:9]([Cl:12])[N:10]=2)[N:5]=[CH:4][C:3]=1[C:13](=[O:15])[CH3:14].[N:16]1([CH2:21][CH2:22][CH:23]2[CH2:28][CH2:27][NH:26][CH2:25][CH2:24]2)[CH2:20][CH2:19][CH2:18][CH2:17]1. Given the product [Cl:12][C:9]1[N:10]=[C:11]2[C:6](=[CH:7][CH:8]=1)[N:5]=[CH:4][C:3]([C:13](=[O:15])[CH3:14])=[C:2]2[N:26]1[CH2:25][CH2:24][CH:23]([CH2:22][CH2:21][N:16]2[CH2:20][CH2:19][CH2:18][CH2:17]2)[CH2:28][CH2:27]1, predict the reactants needed to synthesize it. (2) The reactants are: C([O:3][C:4]([C:6]1[CH:7]=[C:8]2[C:13](=[CH:14][CH:15]=1)[NH:12][CH:11]([C:16]1[CH:17]=[C:18]([C:22]3[CH:27]=[CH:26][C:25]([O:28][CH:29]([CH3:31])[CH3:30])=[CH:24][CH:23]=3)[CH:19]=[CH:20][CH:21]=1)[C:10]([CH3:33])([CH3:32])[CH2:9]2)=[O:5])C.O.[OH-].[Li+].Cl. Given the product [CH:29]([O:28][C:25]1[CH:24]=[CH:23][C:22]([C:18]2[CH:19]=[CH:20][CH:21]=[C:16]([CH:11]3[C:10]([CH3:32])([CH3:33])[CH2:9][C:8]4[C:13](=[CH:14][CH:15]=[C:6]([C:4]([OH:5])=[O:3])[CH:7]=4)[NH:12]3)[CH:17]=2)=[CH:27][CH:26]=1)([CH3:31])[CH3:30], predict the reactants needed to synthesize it.